From a dataset of Peptide-MHC class I binding affinity with 185,985 pairs from IEDB/IMGT. Regression. Given a peptide amino acid sequence and an MHC pseudo amino acid sequence, predict their binding affinity value. This is MHC class I binding data. (1) The peptide sequence is YLVAYQATF. The MHC is Patr-B0101 with pseudo-sequence Patr-B0101. The binding affinity (normalized) is 0. (2) The MHC is HLA-A30:02 with pseudo-sequence HLA-A30:02. The peptide sequence is SSSPTILDNY. The binding affinity (normalized) is 0.653. (3) The peptide sequence is YTYPIAHTA. The MHC is HLA-A02:06 with pseudo-sequence HLA-A02:06. The binding affinity (normalized) is 1.00. (4) The binding affinity (normalized) is 0. The peptide sequence is GIPQQHTQVL. The MHC is Mamu-A01 with pseudo-sequence Mamu-A01. (5) The peptide sequence is TEAFEKMVSL. The MHC is HLA-B44:02 with pseudo-sequence HLA-B44:02. The binding affinity (normalized) is 0.301. (6) The peptide sequence is LAYLAGWII. The MHC is HLA-A80:01 with pseudo-sequence HLA-A80:01. The binding affinity (normalized) is 0.0847.